From a dataset of NCI-60 drug combinations with 297,098 pairs across 59 cell lines. Regression. Given two drug SMILES strings and cell line genomic features, predict the synergy score measuring deviation from expected non-interaction effect. (1) Drug 1: C1CCC(C1)C(CC#N)N2C=C(C=N2)C3=C4C=CNC4=NC=N3. Drug 2: C1=NC2=C(N1)C(=S)N=C(N2)N. Cell line: NCI-H522. Synergy scores: CSS=28.4, Synergy_ZIP=0.767, Synergy_Bliss=4.05, Synergy_Loewe=-4.15, Synergy_HSA=5.30. (2) Drug 1: CN1C(=O)N2C=NC(=C2N=N1)C(=O)N. Drug 2: C1CN(CCN1C(=O)CCBr)C(=O)CCBr. Cell line: OVCAR-5. Synergy scores: CSS=8.82, Synergy_ZIP=-1.42, Synergy_Bliss=0.826, Synergy_Loewe=-5.21, Synergy_HSA=-1.90. (3) Drug 1: C(CN)CNCCSP(=O)(O)O. Drug 2: B(C(CC(C)C)NC(=O)C(CC1=CC=CC=C1)NC(=O)C2=NC=CN=C2)(O)O. Cell line: HCC-2998. Synergy scores: CSS=16.4, Synergy_ZIP=-2.33, Synergy_Bliss=-6.01, Synergy_Loewe=-4.62, Synergy_HSA=-4.43. (4) Drug 1: C(CC(=O)O)C(=O)CN.Cl. Drug 2: CC1C(C(CC(O1)OC2CC(CC3=C2C(=C4C(=C3O)C(=O)C5=C(C4=O)C(=CC=C5)OC)O)(C(=O)CO)O)N)O.Cl. Cell line: SNB-19. Synergy scores: CSS=33.3, Synergy_ZIP=-3.40, Synergy_Bliss=-6.79, Synergy_Loewe=-17.7, Synergy_HSA=-5.51. (5) Drug 1: CC1OCC2C(O1)C(C(C(O2)OC3C4COC(=O)C4C(C5=CC6=C(C=C35)OCO6)C7=CC(=C(C(=C7)OC)O)OC)O)O. Drug 2: C1C(C(OC1N2C=NC3=C(N=C(N=C32)Cl)N)CO)O. Cell line: HCC-2998. Synergy scores: CSS=23.4, Synergy_ZIP=-5.03, Synergy_Bliss=-0.543, Synergy_Loewe=1.92, Synergy_HSA=2.20. (6) Synergy scores: CSS=14.0, Synergy_ZIP=-6.17, Synergy_Bliss=-0.785, Synergy_Loewe=-17.6, Synergy_HSA=-2.03. Cell line: SK-MEL-28. Drug 2: CC1=C2C(C(=O)C3(C(CC4C(C3C(C(C2(C)C)(CC1OC(=O)C(C(C5=CC=CC=C5)NC(=O)C6=CC=CC=C6)O)O)OC(=O)C7=CC=CC=C7)(CO4)OC(=O)C)O)C)OC(=O)C. Drug 1: C1CC(C1)(C(=O)O)C(=O)O.[NH2-].[NH2-].[Pt+2]. (7) Cell line: SF-539. Synergy scores: CSS=59.9, Synergy_ZIP=-0.416, Synergy_Bliss=-1.90, Synergy_Loewe=-9.12, Synergy_HSA=2.54. Drug 2: CC1=C(C(=O)C2=C(C1=O)N3CC4C(C3(C2COC(=O)N)OC)N4)N. Drug 1: CC1=C2C(C(=O)C3(C(CC4C(C3C(C(C2(C)C)(CC1OC(=O)C(C(C5=CC=CC=C5)NC(=O)OC(C)(C)C)O)O)OC(=O)C6=CC=CC=C6)(CO4)OC(=O)C)OC)C)OC. (8) Synergy scores: CSS=13.9, Synergy_ZIP=-1.77, Synergy_Bliss=-0.308, Synergy_Loewe=-1.27, Synergy_HSA=-1.26. Drug 2: C1CNP(=O)(OC1)N(CCCl)CCCl. Drug 1: CS(=O)(=O)C1=CC(=C(C=C1)C(=O)NC2=CC(=C(C=C2)Cl)C3=CC=CC=N3)Cl. Cell line: OVCAR-5. (9) Synergy scores: CSS=15.9, Synergy_ZIP=-5.07, Synergy_Bliss=1.52, Synergy_Loewe=-3.26, Synergy_HSA=2.35. Drug 1: C1=CC(=CC=C1CCC2=CNC3=C2C(=O)NC(=N3)N)C(=O)NC(CCC(=O)O)C(=O)O. Cell line: NCI/ADR-RES. Drug 2: COC1=CC(=CC(=C1O)OC)C2C3C(COC3=O)C(C4=CC5=C(C=C24)OCO5)OC6C(C(C7C(O6)COC(O7)C8=CC=CS8)O)O.